This data is from Catalyst prediction with 721,799 reactions and 888 catalyst types from USPTO. The task is: Predict which catalyst facilitates the given reaction. (1) Reactant: [C:1]([O:7][CH3:8])(=[O:6])[C:2]([O:4]C)=O.C[O-].[Na+].[CH3:12][C:13]1[CH:14]=[CH:15][C:16]([C:19](=[O:21])[CH3:20])=[N:17][CH:18]=1.O. Product: [CH3:8][O:7][C:1](=[O:6])[C:2](=[O:4])[CH2:20][C:19]([C:16]1[CH:15]=[CH:14][C:13]([CH3:12])=[CH:18][N:17]=1)=[O:21]. The catalyst class is: 459. (2) Reactant: [CH3:1][O:2][CH2:3][CH2:4][CH2:5][S:6]([C:9]1[CH:14]=[CH:13][C:12]([C:15]2[CH:20]=[CH:19][C:18]([CH2:21][CH2:22][OH:23])=[CH:17][CH:16]=2)=[CH:11][CH:10]=1)(=[O:8])=[O:7].C(#N)C.C(N(CC)C(C)C)(C)C.[CH3:36][S:37](Cl)(=[O:39])=[O:38]. Product: [CH3:36][S:37]([O:23][CH2:22][CH2:21][C:18]1[CH:17]=[CH:16][C:15]([C:12]2[CH:13]=[CH:14][C:9]([S:6]([CH2:5][CH2:4][CH2:3][O:2][CH3:1])(=[O:7])=[O:8])=[CH:10][CH:11]=2)=[CH:20][CH:19]=1)(=[O:39])=[O:38]. The catalyst class is: 282. (3) Reactant: [C:1]([O:5][C:6]([NH:8][CH2:9][CH:10]([CH2:16][CH3:17])[C:11]([O:13][CH2:14][CH3:15])=[O:12])=[O:7])([CH3:4])([CH3:3])[CH3:2].[Li]CCCC.[C:23](O[C:23]([O:25][C:26]([CH3:29])([CH3:28])[CH3:27])=[O:24])([O:25][C:26]([CH3:29])([CH3:28])[CH3:27])=[O:24].[Cl-].[NH4+]. Product: [C:1]([O:5][C:6]([N:8]([CH2:9][CH:10]([CH2:16][CH3:17])[C:11]([O:13][CH2:14][CH3:15])=[O:12])[C:23]([O:25][C:26]([CH3:29])([CH3:28])[CH3:27])=[O:24])=[O:7])([CH3:4])([CH3:3])[CH3:2]. The catalyst class is: 188. (4) Reactant: [CH3:1][O:2][C:3]1[CH:8]=[C:7]([C:9]2[C:13]3[CH2:14][CH2:15][CH2:16][C:17](=[O:18])[C:12]=3[O:11][N:10]=2)[CH:6]=[CH:5][C:4]=1[NH:19][CH:20]=[O:21].C([O-])([O-])=O.[Cs+].[Cs+].Cl[CH2:29][C:30](=[O:32])[CH3:31].O. Product: [CH3:1][O:2][C:3]1[CH:8]=[C:7]([C:9]2[C:13]3[CH2:14][CH2:15][CH2:16][C:17](=[O:18])[C:12]=3[O:11][N:10]=2)[CH:6]=[CH:5][C:4]=1[N:19]([CH2:29][C:30](=[O:32])[CH3:31])[CH:20]=[O:21]. The catalyst class is: 85. (5) Reactant: [C:1]([O:4][C:5]1[C:6](Br)=[N:7][CH:8]=[CH:9][CH:10]=1)(=[O:3])[CH3:2].C(N(CC)CC)C.[C:19]([Si:21]([CH3:24])([CH3:23])[CH3:22])#[CH:20]. Product: [C:1]([O:4][C:5]1[C:6]([C:20]#[C:19][Si:21]([CH3:24])([CH3:23])[CH3:22])=[N:7][CH:8]=[CH:9][CH:10]=1)(=[O:3])[CH3:2]. The catalyst class is: 700.